Dataset: NCI-60 drug combinations with 297,098 pairs across 59 cell lines. Task: Regression. Given two drug SMILES strings and cell line genomic features, predict the synergy score measuring deviation from expected non-interaction effect. (1) Drug 2: CCC1=C2CN3C(=CC4=C(C3=O)COC(=O)C4(CC)O)C2=NC5=C1C=C(C=C5)O. Cell line: OVCAR3. Drug 1: C1=NC2=C(N=C(N=C2N1C3C(C(C(O3)CO)O)F)Cl)N. Synergy scores: CSS=10.1, Synergy_ZIP=-6.15, Synergy_Bliss=-2.77, Synergy_Loewe=-12.2, Synergy_HSA=-3.31. (2) Drug 1: CCC1=CC2CC(C3=C(CN(C2)C1)C4=CC=CC=C4N3)(C5=C(C=C6C(=C5)C78CCN9C7C(C=CC9)(C(C(C8N6C)(C(=O)OC)O)OC(=O)C)CC)OC)C(=O)OC.C(C(C(=O)O)O)(C(=O)O)O. Drug 2: CCN(CC)CCCC(C)NC1=C2C=C(C=CC2=NC3=C1C=CC(=C3)Cl)OC. Cell line: A549. Synergy scores: CSS=61.5, Synergy_ZIP=4.19, Synergy_Bliss=9.86, Synergy_Loewe=3.10, Synergy_HSA=10.4. (3) Drug 1: CC(C)(C#N)C1=CC(=CC(=C1)CN2C=NC=N2)C(C)(C)C#N. Drug 2: C1C(C(OC1N2C=NC3=C2NC=NCC3O)CO)O. Cell line: K-562. Synergy scores: CSS=-7.80, Synergy_ZIP=4.20, Synergy_Bliss=3.79, Synergy_Loewe=-4.07, Synergy_HSA=-2.65. (4) Drug 1: CC1=C2C(C(=O)C3(C(CC4C(C3C(C(C2(C)C)(CC1OC(=O)C(C(C5=CC=CC=C5)NC(=O)OC(C)(C)C)O)O)OC(=O)C6=CC=CC=C6)(CO4)OC(=O)C)O)C)O. Drug 2: CC1CCC2CC(C(=CC=CC=CC(CC(C(=O)C(C(C(=CC(C(=O)CC(OC(=O)C3CCCCN3C(=O)C(=O)C1(O2)O)C(C)CC4CCC(C(C4)OC)OCCO)C)C)O)OC)C)C)C)OC. Cell line: A498. Synergy scores: CSS=1.31, Synergy_ZIP=-0.448, Synergy_Bliss=0.174, Synergy_Loewe=-2.52, Synergy_HSA=-1.11. (5) Drug 1: CN1C(=O)N2C=NC(=C2N=N1)C(=O)N. Drug 2: CC12CCC3C(C1CCC2O)C(CC4=C3C=CC(=C4)O)CCCCCCCCCS(=O)CCCC(C(F)(F)F)(F)F. Cell line: OVCAR-4. Synergy scores: CSS=0.119, Synergy_ZIP=-0.113, Synergy_Bliss=1.73, Synergy_Loewe=-2.33, Synergy_HSA=-1.49. (6) Drug 1: CC1CCC2CC(C(=CC=CC=CC(CC(C(=O)C(C(C(=CC(C(=O)CC(OC(=O)C3CCCCN3C(=O)C(=O)C1(O2)O)C(C)CC4CCC(C(C4)OC)O)C)C)O)OC)C)C)C)OC. Drug 2: CC1=C(C(=CC=C1)Cl)NC(=O)C2=CN=C(S2)NC3=CC(=NC(=N3)C)N4CCN(CC4)CCO. Cell line: T-47D. Synergy scores: CSS=5.03, Synergy_ZIP=-1.92, Synergy_Bliss=0.946, Synergy_Loewe=-1.44, Synergy_HSA=0.0265. (7) Drug 1: C1CCC(CC1)NC(=O)N(CCCl)N=O. Drug 2: CC1C(C(CC(O1)OC2CC(CC3=C2C(=C4C(=C3O)C(=O)C5=C(C4=O)C(=CC=C5)OC)O)(C(=O)CO)O)N)O.Cl. Cell line: NCIH23. Synergy scores: CSS=45.4, Synergy_ZIP=1.58, Synergy_Bliss=-1.18, Synergy_Loewe=-9.21, Synergy_HSA=1.45.